The task is: Predict the product of the given reaction.. This data is from Forward reaction prediction with 1.9M reactions from USPTO patents (1976-2016). (1) Given the reactants C([O-])=O.[NH4+].C(OC([N:15]1[CH2:20][CH2:19][C:18]([CH2:27][C:28](=[O:39])[NH:29][CH2:30][CH2:31][C:32]2[CH:37]=[CH:36][CH:35]=[CH:34][C:33]=2[F:38])([C:21]2[CH:26]=[CH:25][CH:24]=[CH:23][CH:22]=2)[CH2:17][CH2:16]1)=O)C1C=CC=CC=1, predict the reaction product. The product is: [F:38][C:33]1[CH:34]=[CH:35][CH:36]=[CH:37][C:32]=1[CH2:31][CH2:30][NH:29][C:28](=[O:39])[CH2:27][C:18]1([C:21]2[CH:26]=[CH:25][CH:24]=[CH:23][CH:22]=2)[CH2:19][CH2:20][NH:15][CH2:16][CH2:17]1. (2) Given the reactants [C:1]([C:3]1[CH:4]=[C:5]([S:10]([NH:13][C:14]2[S:15][C@@H:16]([F:20])[C@H:17](O)[N:18]=2)(=[O:12])=[O:11])[CH:6]=[CH:7][C:8]=1[F:9])#[N:2].C(N(CC)CC)C.C(OC(=O)C)(=O)C, predict the reaction product. The product is: [C:1]([C:3]1[CH:4]=[C:5]([S:10]([NH:13][C:14]2[S:15][C:16]([F:20])=[CH:17][N:18]=2)(=[O:11])=[O:12])[CH:6]=[CH:7][C:8]=1[F:9])#[N:2]. (3) Given the reactants [Li]CCCC.C1CCCCC1.N(C(C)C)C(C)C.[Li+].CC([N-]C(C)C)C.[C:27]([O:31][C:32]([CH3:35])([CH3:34])[CH3:33])(=[O:30])[CH2:28][CH3:29].[CH3:36][C:37]([Si:40](Cl)([CH3:42])[CH3:41])([CH3:39])[CH3:38], predict the reaction product. The product is: [C:32]([O:31]/[C:27](/[O:30][Si:40]([C:37]([CH3:39])([CH3:38])[CH3:36])([CH3:42])[CH3:41])=[CH:28]\[CH3:29])([CH3:35])([CH3:34])[CH3:33]. (4) Given the reactants [NH2:1][C:2]1[CH:16]=[CH:15][CH:14]=[CH:13][C:3]=1[C:4]([NH:6][CH2:7][CH2:8][CH2:9][C:10]([OH:12])=[O:11])=[O:5].C[Si](Cl)(C)C.C(N(CC)CC)C.[N+:29]([C:32]1[CH:40]=[CH:39][C:35]([C:36](Cl)=[O:37])=[CH:34][CH:33]=1)([O-:31])=[O:30].[OH-].[Na+].Cl, predict the reaction product. The product is: [N+:29]([C:32]1[CH:33]=[CH:34][C:35]([C:36]([NH:1][C:2]2[CH:16]=[CH:15][CH:14]=[CH:13][C:3]=2[C:4]([NH:6][CH2:7][CH2:8][CH2:9][C:10]([OH:12])=[O:11])=[O:5])=[O:37])=[CH:39][CH:40]=1)([O-:31])=[O:30]. (5) Given the reactants [Cl:1][C:2]1[CH:3]=[C:4]([C:8]2[N:13]=[C:12]3[CH2:14][CH2:15][CH2:16][C:11]3=[C:10]([NH:17][C:18]3[CH:23]=[CH:22]C(C=C)=[CH:20][CH:19]=3)[CH:9]=2)[CH:5]=[CH:6][CH:7]=1.C[N+]1([O-])CC[O:30]CC1.[CH3:34][C:35]([CH3:37])=[O:36], predict the reaction product. The product is: [ClH:1].[Cl:1][C:2]1[CH:3]=[C:4]([C:8]2[N:13]=[C:12]3[CH2:14][CH2:15][CH2:16][C:11]3=[C:10]([NH:17][C:18]3[CH:23]=[CH:22][C:34]([CH:35]([OH:36])[CH2:37][OH:30])=[CH:20][CH:19]=3)[CH:9]=2)[CH:5]=[CH:6][CH:7]=1.